The task is: Predict which catalyst facilitates the given reaction.. This data is from Catalyst prediction with 721,799 reactions and 888 catalyst types from USPTO. (1) Reactant: [CH2:1]([N:3]1[C:7]2[N:8]=[C:9]([C:18]3[CH:23]=[CH:22][C:21]([NH2:24])=[CH:20][CH:19]=3)[N:10]=[C:11]([N:12]3[CH2:17][CH2:16][O:15][CH2:14][CH2:13]3)[C:6]=2[N:5]=[N:4]1)[CH3:2].[CH:25]1[CH:30]=[N:29][CH:28]=[C:27]([N:31]=[C:32]=[O:33])[CH:26]=1.CCN(CC)CC. Product: [CH2:1]([N:3]1[C:7]2[N:8]=[C:9]([C:18]3[CH:23]=[CH:22][C:21]([NH:24][C:32]([NH:31][C:27]4[CH:28]=[N:29][CH:30]=[CH:25][CH:26]=4)=[O:33])=[CH:20][CH:19]=3)[N:10]=[C:11]([N:12]3[CH2:13][CH2:14][O:15][CH2:16][CH2:17]3)[C:6]=2[N:5]=[N:4]1)[CH3:2]. The catalyst class is: 22. (2) Reactant: [Cl:1][CH2:2][C:3](Cl)=[O:4].[F:6][C@@H:7]1[CH2:11][NH:10][C@H:9]([C:12]#[N:13])[CH2:8]1.C(N(CC)CC)C.S(=O)(=O)(O)[O-].[Na+]. Product: [Cl:1][CH2:2][C:3]([N:10]1[CH2:11][C@@H:7]([F:6])[CH2:8][C@H:9]1[C:12]#[N:13])=[O:4]. The catalyst class is: 4.